Task: Predict the reaction yield, written as a fraction of the theoretical maximum amount of product (1.0 means a 100% yield; for example, 0.34 means a 34% yield).. Dataset: Reaction yield outcomes from USPTO patents with 853,638 reactions (1) The reactants are [Cl:1][C:2]1[CH:7]=[CH:6][C:5]([N+:8]([O-:10])=[O:9])=[C:4](F)[CH:3]=1.[NH:12]1[CH2:17][CH2:16][CH2:15][CH2:14][CH2:13]1.O. The catalyst is CCO. The product is [Cl:1][C:2]1[CH:7]=[CH:6][C:5]([N+:8]([O-:10])=[O:9])=[C:4]([N:12]2[CH2:17][CH2:16][CH2:15][CH2:14][CH2:13]2)[CH:3]=1. The yield is 0.970. (2) The reactants are [CH3:1][O:2][C:3]([C:5]1[S:6][C:7]2[C:8]([F:21])([F:20])[CH2:9][O:10][C:11]3[CH:18]=[CH:17][C:16](Br)=[CH:15][C:12]=3[C:13]=2[N:14]=1)=[O:4].[CH3:22][C:23]([OH:27])([C:25]#[CH:26])[CH3:24].C1C=CC(P(C2C=CC=CC=2)C2C=CC=CC=2)=CC=1. The catalyst is CCN(CC)CC.CC([O-])=O.CC([O-])=O.[Pd+2].[Cu]I. The product is [CH3:1][O:2][C:3]([C:5]1[S:6][C:7]2[C:8]([F:21])([F:20])[CH2:9][O:10][C:11]3[CH:18]=[CH:17][C:16]([C:26]#[C:25][C:23]([OH:27])([CH3:24])[CH3:22])=[CH:15][C:12]=3[C:13]=2[N:14]=1)=[O:4]. The yield is 0.510.